Regression. Given a peptide amino acid sequence and an MHC pseudo amino acid sequence, predict their binding affinity value. This is MHC class I binding data. From a dataset of Peptide-MHC class I binding affinity with 185,985 pairs from IEDB/IMGT. (1) The peptide sequence is FMVFLQTHI. The MHC is HLA-B57:01 with pseudo-sequence HLA-B57:01. The binding affinity (normalized) is 0.276. (2) The peptide sequence is EIYRTLYGL. The MHC is HLA-B40:01 with pseudo-sequence HLA-B40:01. The binding affinity (normalized) is 0.0847. (3) The peptide sequence is KAIIDTAQF. The MHC is HLA-B51:01 with pseudo-sequence HLA-B51:01. The binding affinity (normalized) is 0.0847. (4) The peptide sequence is EYKKFIATF. The MHC is HLA-A30:01 with pseudo-sequence HLA-A30:01. The binding affinity (normalized) is 0.0847. (5) The peptide sequence is FRQYTAFTL. The MHC is Mamu-A2601 with pseudo-sequence Mamu-A2601. The binding affinity (normalized) is 0.377.